The task is: Predict which catalyst facilitates the given reaction.. This data is from Catalyst prediction with 721,799 reactions and 888 catalyst types from USPTO. Reactant: [CH2:1]([OH:8])[C:2]1[CH:7]=[CH:6][CH:5]=[CH:4][CH:3]=1.[F:9][C:10]1[CH:15]=[CH:14][CH:13]=[C:12](F)[N:11]=1.[H-].[Na+].O. Product: [CH2:1]([O:8][C:12]1[CH:13]=[CH:14][CH:15]=[C:10]([F:9])[N:11]=1)[C:2]1[CH:7]=[CH:6][CH:5]=[CH:4][CH:3]=1. The catalyst class is: 7.